Task: Predict which catalyst facilitates the given reaction.. Dataset: Catalyst prediction with 721,799 reactions and 888 catalyst types from USPTO (1) The catalyst class is: 1. Reactant: [Br:1][C:2]1[CH:7]=[CH:6][C:5]([OH:8])=[C:4]([F:9])[CH:3]=1.O[CH:11]1[CH2:16][CH2:15][N:14]([C:17]([O:19][C:20]([CH3:23])([CH3:22])[CH3:21])=[O:18])[CH2:13][CH2:12]1.C1(P(C2C=CC=CC=2)C2C=CC=CC=2)C=CC=CC=1.CC(OC(/N=N/C(OC(C)C)=O)=O)C. Product: [Br:1][C:2]1[CH:7]=[CH:6][C:5]([O:8][CH:11]2[CH2:16][CH2:15][N:14]([C:17]([O:19][C:20]([CH3:23])([CH3:22])[CH3:21])=[O:18])[CH2:13][CH2:12]2)=[C:4]([F:9])[CH:3]=1. (2) Reactant: [NH2:1][C:2]1[C:7]([Br:8])=[CH:6][C:5]([CH2:9][C@@H:10]([NH:24]C(OC(C)(C)C)=O)[CH2:11][N:12]2[CH2:17][CH2:16][CH:15]([N:18]3[CH2:23][CH2:22][CH2:21][CH2:20][CH2:19]3)[CH2:14][CH2:13]2)=[CH:4][C:3]=1[Br:32].FC(F)(F)C(O)=O.[K+].[Br-]. Product: [NH2:24][C@H:10]([CH2:9][C:5]1[CH:6]=[C:7]([Br:8])[C:2]([NH2:1])=[C:3]([Br:32])[CH:4]=1)[CH2:11][N:12]1[CH2:17][CH2:16][CH:15]([N:18]2[CH2:23][CH2:22][CH2:21][CH2:20][CH2:19]2)[CH2:14][CH2:13]1. The catalyst class is: 2. (3) Reactant: Cl.Cl.[C:3]1([CH:9]([C:16]2[CH:21]=[CH:20][C:19]([C:22]([F:25])([F:24])[F:23])=[CH:18][CH:17]=2)[N:10]2[CH2:15][CH2:14][NH:13][CH2:12][CH2:11]2)[CH:8]=[CH:7][CH:6]=[CH:5][CH:4]=1.C(N(CC)CC)C.[C:33]([C:35]1[CH:36]=[C:37]([CH:41]=[CH:42][CH:43]=1)[C:38](Cl)=[O:39])#[N:34]. Product: [F:23][C:22]([F:25])([F:24])[C:19]1[CH:20]=[CH:21][C:16]([CH:9]([C:3]2[CH:8]=[CH:7][CH:6]=[CH:5][CH:4]=2)[N:10]2[CH2:11][CH2:12][N:13]([C:38]([C:37]3[CH:36]=[C:35]([CH:43]=[CH:42][CH:41]=3)[C:33]#[N:34])=[O:39])[CH2:14][CH2:15]2)=[CH:17][CH:18]=1. The catalyst class is: 864. (4) Reactant: C(Cl)(=O)C(Cl)=O.CS(C)=O.[C:11]([O:15][C:16](=[O:28])[N:17]([CH2:19][C@H:20]1[CH2:25][CH2:24][C@H:23]([CH2:26][OH:27])[CH2:22][CH2:21]1)[CH3:18])([CH3:14])([CH3:13])[CH3:12].C(N(CC)CC)C. The catalyst class is: 4. Product: [C:11]([O:15][C:16](=[O:28])[N:17]([CH2:19][C@H:20]1[CH2:25][CH2:24][C@H:23]([CH:26]=[O:27])[CH2:22][CH2:21]1)[CH3:18])([CH3:12])([CH3:14])[CH3:13]. (5) Reactant: [NH2:1][C:2]1[CH:3]=[CH:4][CH:5]=[C:6]2[C:10]=1[C:9](=[O:11])[N:8]([CH:12]([C:18]1[CH:23]=[CH:22][C:21]([O:24][CH3:25])=[C:20]([O:26][CH2:27][CH3:28])[CH:19]=1)[CH2:13][S:14]([CH3:17])(=[O:16])=[O:15])[CH2:7]2.[CH:29]1([C:32](Cl)=[O:33])[CH2:31][CH2:30]1.CO. Product: [CH:29]1([C:32]([NH:1][C:2]2[CH:3]=[CH:4][CH:5]=[C:6]3[C:10]=2[C:9](=[O:11])[N:8]([CH:12]([C:18]2[CH:23]=[CH:22][C:21]([O:24][CH3:25])=[C:20]([O:26][CH2:27][CH3:28])[CH:19]=2)[CH2:13][S:14]([CH3:17])(=[O:15])=[O:16])[CH2:7]3)=[O:33])[CH2:31][CH2:30]1. The catalyst class is: 8. (6) Reactant: [F:1][C:2]1[CH:7]=[CH:6][C:5]([N:8]2[C:11](=[O:12])[C@H:10]([S:13][CH2:14][CH:15]([C:17]3[CH:22]=[CH:21][C:20]([F:23])=[CH:19][CH:18]=3)[OH:16])[C@H:9]2[C:24]2[CH:43]=[CH:42][C:27]([O:28][CH2:29][C:30]([NH:32][C@H:33]([C:39](O)=[O:40])[CH2:34][CH2:35][C:36](=[O:38])[NH2:37])=[O:31])=[CH:26][CH:25]=2)=[CH:4][CH:3]=1.Cl.[NH2:45][C@@H:46]([C:55]([O:57]C(C)(C)C)=[O:56])[CH2:47][C:48]1[CH:53]=[CH:52][C:51]([OH:54])=[CH:50][CH:49]=1.CN1CCOCC1.CN(C(ON1N=NC2C=CC=CC1=2)=[N+](C)C)C.[B-](F)(F)(F)F. Product: [F:1][C:2]1[CH:7]=[CH:6][C:5]([N:8]2[C:11](=[O:12])[C@H:10]([S:13][CH2:14][CH:15]([C:17]3[CH:22]=[CH:21][C:20]([F:23])=[CH:19][CH:18]=3)[OH:16])[C@H:9]2[C:24]2[CH:25]=[CH:26][C:27]([O:28][CH2:29][C:30]([NH:32][C@H:33]([C:39]([NH:45][C@@H:46]([C:55]([OH:57])=[O:56])[CH2:47][C:48]3[CH:49]=[CH:50][C:51]([OH:54])=[CH:52][CH:53]=3)=[O:40])[CH2:34][CH2:35][C:36](=[O:38])[NH2:37])=[O:31])=[CH:42][CH:43]=2)=[CH:4][CH:3]=1. The catalyst class is: 583.